Regression. Given two drug SMILES strings and cell line genomic features, predict the synergy score measuring deviation from expected non-interaction effect. From a dataset of NCI-60 drug combinations with 297,098 pairs across 59 cell lines. (1) Drug 1: CCC1(CC2CC(C3=C(CCN(C2)C1)C4=CC=CC=C4N3)(C5=C(C=C6C(=C5)C78CCN9C7C(C=CC9)(C(C(C8N6C=O)(C(=O)OC)O)OC(=O)C)CC)OC)C(=O)OC)O.OS(=O)(=O)O. Drug 2: C1CNP(=O)(OC1)N(CCCl)CCCl. Cell line: NCIH23. Synergy scores: CSS=-5.50, Synergy_ZIP=1.54, Synergy_Bliss=-0.383, Synergy_Loewe=-7.02, Synergy_HSA=-6.54. (2) Drug 1: C1CN1P(=S)(N2CC2)N3CC3. Drug 2: CC12CCC3C(C1CCC2O)C(CC4=C3C=CC(=C4)O)CCCCCCCCCS(=O)CCCC(C(F)(F)F)(F)F. Cell line: U251. Synergy scores: CSS=18.3, Synergy_ZIP=-5.92, Synergy_Bliss=-1.72, Synergy_Loewe=-10.1, Synergy_HSA=-2.15. (3) Drug 1: CCN(CC)CCCC(C)NC1=C2C=C(C=CC2=NC3=C1C=CC(=C3)Cl)OC. Drug 2: B(C(CC(C)C)NC(=O)C(CC1=CC=CC=C1)NC(=O)C2=NC=CN=C2)(O)O. Cell line: OVCAR-8. Synergy scores: CSS=61.5, Synergy_ZIP=0.621, Synergy_Bliss=5.88, Synergy_Loewe=-16.8, Synergy_HSA=1.46. (4) Drug 1: COC1=NC(=NC2=C1N=CN2C3C(C(C(O3)CO)O)O)N. Drug 2: C(CC(=O)O)C(=O)CN.Cl. Cell line: SNB-19. Synergy scores: CSS=9.00, Synergy_ZIP=-1.70, Synergy_Bliss=-1.43, Synergy_Loewe=-6.10, Synergy_HSA=-4.22.